This data is from NCI-60 drug combinations with 297,098 pairs across 59 cell lines. The task is: Regression. Given two drug SMILES strings and cell line genomic features, predict the synergy score measuring deviation from expected non-interaction effect. (1) Drug 1: CC1=C(C=C(C=C1)NC(=O)C2=CC=C(C=C2)CN3CCN(CC3)C)NC4=NC=CC(=N4)C5=CN=CC=C5. Drug 2: C1CN1C2=NC(=NC(=N2)N3CC3)N4CC4. Cell line: EKVX. Synergy scores: CSS=5.87, Synergy_ZIP=-3.01, Synergy_Bliss=0.189, Synergy_Loewe=-0.506, Synergy_HSA=0.417. (2) Cell line: CCRF-CEM. Drug 2: CCCCC(=O)OCC(=O)C1(CC(C2=C(C1)C(=C3C(=C2O)C(=O)C4=C(C3=O)C=CC=C4OC)O)OC5CC(C(C(O5)C)O)NC(=O)C(F)(F)F)O. Synergy scores: CSS=49.1, Synergy_ZIP=-0.946, Synergy_Bliss=-0.956, Synergy_Loewe=-0.484, Synergy_HSA=-0.278. Drug 1: C1=C(C(=O)NC(=O)N1)N(CCCl)CCCl.